Dataset: Reaction yield outcomes from USPTO patents with 853,638 reactions. Task: Predict the reaction yield, written as a fraction of the theoretical maximum amount of product (1.0 means a 100% yield; for example, 0.34 means a 34% yield). The reactants are [OH:1][C:2]1[CH:3]=[CH:4][CH:5]=[C:6]2[C:11]=1[CH2:10][C:9](=O)[CH2:8][CH2:7]2.[N+:13]([C:16]1[CH:21]=[CH:20][CH:19]=[CH:18][C:17]=1[S:22]([N:25]([CH2:35][C:36]1[CH:41]=[CH:40][CH:39]=[CH:38][N:37]=1)[CH2:26][C:27]1[CH:32]=[CH:31][C:30]([CH2:33][NH2:34])=[CH:29][CH:28]=1)(=[O:24])=[O:23])([O-:15])=[O:14].[BH-](OC(C)=O)(OC(C)=O)OC(C)=O.[Na+]. The catalyst is C(Cl)Cl.C(O)(=O)C. The product is [N+:13]([C:16]1[CH:21]=[CH:20][CH:19]=[CH:18][C:17]=1[S:22]([N:25]([CH2:35][C:36]1[CH:41]=[CH:40][CH:39]=[CH:38][N:37]=1)[CH2:26][C:27]1[CH:32]=[CH:31][C:30]([CH2:33][NH:34][CH:9]2[CH2:8][CH2:7][C:6]3[C:11](=[C:2]([OH:1])[CH:3]=[CH:4][CH:5]=3)[CH2:10]2)=[CH:29][CH:28]=1)(=[O:23])=[O:24])([O-:15])=[O:14]. The yield is 1.00.